This data is from Forward reaction prediction with 1.9M reactions from USPTO patents (1976-2016). The task is: Predict the product of the given reaction. (1) Given the reactants [N:1]1[CH:6]=[CH:5][CH:4]=[CH:3][C:2]=1[C:7]1[CH:11]=[C:10]([CH:12]2[CH2:16][CH2:15][CH2:14][N:13]2[C:17]2[N:22]=[C:21]([NH:23][C:24]3[CH:28]=[C:27]([CH3:29])[NH:26][N:25]=3)[CH:20]=[C:19]([C:30]([OH:32])=[O:31])[N:18]=2)[O:9][N:8]=1.S(=O)(=O)(O)O.[CH3:38]O, predict the reaction product. The product is: [CH3:38][O:31][C:30]([C:19]1[N:18]=[C:17]([N:13]2[CH2:14][CH2:15][CH2:16][CH:12]2[C:10]2[O:9][N:8]=[C:7]([C:2]3[CH:3]=[CH:4][CH:5]=[CH:6][N:1]=3)[CH:11]=2)[N:22]=[C:21]([NH:23][C:24]2[CH:28]=[C:27]([CH3:29])[NH:26][N:25]=2)[CH:20]=1)=[O:32]. (2) Given the reactants C(OC([N:11]1[CH2:16][CH2:15][N:14]([C:17]2[S:18][C:19]([C:23]([O:25][C:26]([CH3:29])([CH3:28])[CH3:27])=[O:24])=[C:20]([CH3:22])[N:21]=2)[CH2:13][C@@H:12]1[C:30](=[O:42])[NH:31][CH2:32][C:33]1[CH:38]=[CH:37][C:36]([CH2:39][CH2:40][CH3:41])=[CH:35][CH:34]=1)=O)C1C=CC=CC=1, predict the reaction product. The product is: [C:26]([O:25][C:23]([C:19]1[S:18][C:17]([N:14]2[CH2:15][CH2:16][NH:11][C@@H:12]([C:30](=[O:42])[NH:31][CH2:32][C:33]3[CH:34]=[CH:35][C:36]([CH2:39][CH2:40][CH3:41])=[CH:37][CH:38]=3)[CH2:13]2)=[N:21][C:20]=1[CH3:22])=[O:24])([CH3:28])([CH3:29])[CH3:27]. (3) Given the reactants [OH:1][C:2]1[CH:18]=[CH:17][C:5]([C:6]([O:8][CH2:9][CH2:10][O:11][C:12](=[O:16])[C:13]([CH3:15])=[CH2:14])=[O:7])=[CH:4][CH:3]=1.[C:19]([O:24][CH2:25][CH2:26]O)(=[O:23])C(C)=C.C(N(CC)CC)C.C(OC(OC1C=CC(C(Cl)=O)=CC=1)=O)C, predict the reaction product. The product is: [C:12]([O:11][CH2:10][CH2:9][O:8][C:6](=[O:7])[C:5]1[CH:4]=[CH:3][C:2]([O:1][C:19]([O:24][CH2:25][CH3:26])=[O:23])=[CH:18][CH:17]=1)(=[O:16])[C:13]([CH3:15])=[CH2:14]. (4) Given the reactants [C:1]([O:5][C:6](=[O:38])[N:7]([CH3:37])[C@H:8]([C:10](=[O:36])[NH:11][C@@H:12]1[C:18](=[O:19])[N:17]([CH2:20][C:21]2[C:30]3[C:25](=[CH:26][CH:27]=[CH:28][CH:29]=3)[CH:24]=[CH:23][C:22]=2[CH3:31])[C:16]2[CH:32]=[CH:33][CH:34]=[CH:35][C:15]=2[NH:14][CH2:13]1)[CH3:9])([CH3:4])([CH3:3])[CH3:2].N1C=CC=CC=1.[C:45]1(=[O:52])[O:51][C:49](=[O:50])[CH2:48][CH2:47][CH2:46]1, predict the reaction product. The product is: [C:1]([O:5][C:6]([N:7]([CH3:37])[C@@H:8]([CH3:9])[C:10]([NH:11][C@H:12]1[CH2:13][N:14]([C:45](=[O:52])[CH2:46][CH2:47][CH2:48][C:49]([OH:51])=[O:50])[C:15]2[CH:35]=[CH:34][CH:33]=[CH:32][C:16]=2[N:17]([CH2:20][C:21]2[C:30]3[C:25](=[CH:26][CH:27]=[CH:28][CH:29]=3)[CH:24]=[CH:23][C:22]=2[CH3:31])[C:18]1=[O:19])=[O:36])=[O:38])([CH3:4])([CH3:2])[CH3:3]. (5) Given the reactants Cl[CH2:2][CH2:3][C:4]([NH:6][C:7]1[CH:12]=[CH:11][CH:10]=[CH:9][C:8]=1[F:13])=[O:5].[N+:14]([O-])([OH:16])=[O:15], predict the reaction product. The product is: [F:13][C:8]1[CH:9]=[C:10]([N+:14]([O-:16])=[O:15])[CH:11]=[C:12]2[C:7]=1[NH:6][C:4](=[O:5])[CH2:3][CH2:2]2. (6) Given the reactants [C:1]([O:5][C:6]([N:8]1[C:16]2[CH:15]=[CH:14][C:13]([Cl:17])=[CH:12][C:11]=2[C:10]2[CH2:18][CH:19]([C:21]([S:27]([C:30]3[CH:35]=[CH:34][CH:33]=[CH:32][CH:31]=3)(=[O:29])=[O:28])([C:23](OC)=[O:24])[CH3:22])[CH2:20][C:9]1=2)=[O:7])([CH3:4])([CH3:3])[CH3:2].[H-].[H-].[H-].[H-].[Li+].[Al+3], predict the reaction product. The product is: [C:1]([O:5][C:6]([N:8]1[C:16]2[CH:15]=[CH:14][C:13]([Cl:17])=[CH:12][C:11]=2[C:10]2[CH2:18][CH:19]([C:21]([S:27]([C:30]3[CH:31]=[CH:32][CH:33]=[CH:34][CH:35]=3)(=[O:28])=[O:29])([CH3:22])[CH2:23][OH:24])[CH2:20][C:9]1=2)=[O:7])([CH3:2])([CH3:3])[CH3:4]. (7) Given the reactants [CH:1]([C:3]1[CH:10]=[CH:9][C:6]([CH2:7][Cl:8])=[CH:5][CH:4]=1)=[CH2:2].[CH3:11][N:12]([CH2:14][CH2:15][CH2:16][CH2:17][CH2:18][CH2:19][CH2:20][CH2:21][CH2:22][CH2:23][CH2:24][CH3:25])[CH3:13], predict the reaction product. The product is: [Cl-:8].[CH3:11][N+:12]([CH3:13])([CH2:14][CH2:15][CH2:16][CH2:17][CH2:18][CH2:19][CH2:20][CH2:21][CH2:22][CH2:23][CH2:24][CH3:25])[CH2:7][C:6]1[CH:9]=[CH:10][C:3]([CH:1]=[CH2:2])=[CH:4][CH:5]=1. (8) Given the reactants [CH3:1][O:2][C:3]1[CH:13]=[CH:12][C:6]2[N:7]=[C:8]([NH:10][NH2:11])[S:9][C:5]=2[CH:4]=1.[C:14]([CH2:22][C:23](OCC)=[O:24])(=O)[C:15]1[CH:20]=[CH:19][CH:18]=[CH:17][CH:16]=1, predict the reaction product. The product is: [CH3:1][O:2][C:3]1[CH:13]=[CH:12][C:6]2[N:7]=[C:8]([N:10]3[C:23](=[O:24])[CH:22]=[C:14]([C:15]4[CH:20]=[CH:19][CH:18]=[CH:17][CH:16]=4)[NH:11]3)[S:9][C:5]=2[CH:4]=1. (9) Given the reactants [CH2:1]([O:8][C:9]([NH:11][CH2:12][CH:13]([OH:26])[CH2:14][NH:15][C:16]([O:18][CH2:19][C:20]1[CH:25]=[CH:24][CH:23]=[CH:22][CH:21]=1)=[O:17])=[O:10])[C:2]1[CH:7]=[CH:6][CH:5]=[CH:4][CH:3]=1.C(Cl)CCl.CS(C)=O.FC(F)(F)C([O-])=O.[NH+]1C=CC=CC=1, predict the reaction product. The product is: [CH2:19]([O:18][C:16]([NH:15][CH2:14][C:13](=[O:26])[CH2:12][NH:11][C:9]([O:8][CH2:1][C:2]1[CH:3]=[CH:4][CH:5]=[CH:6][CH:7]=1)=[O:10])=[O:17])[C:20]1[CH:21]=[CH:22][CH:23]=[CH:24][CH:25]=1.